Dataset: Forward reaction prediction with 1.9M reactions from USPTO patents (1976-2016). Task: Predict the product of the given reaction. (1) Given the reactants Cl.[F:2][C@@H:3]1[CH2:7][N:6]([C:8](=[O:22])[CH2:9][NH:10][C:11]2([CH3:21])[CH2:16][CH2:15][N:14]([C:17](=[O:20])[CH2:18][OH:19])[CH2:13][CH2:12]2)[C@H:5]([C:23]#[N:24])[CH2:4]1.[C:25](Cl)(=[O:27])[CH3:26].[C:29]([OH:36])(=[O:35])/[CH:30]=[CH:31]/[C:32]([OH:34])=[O:33], predict the reaction product. The product is: [C:29]([OH:36])(=[O:35])/[CH:30]=[CH:31]/[C:32]([OH:34])=[O:33].[C:25]([O:19][CH2:18][C:17]([N:14]1[CH2:13][CH2:12][C:11]([NH:10][CH2:9][C:8]([N:6]2[CH2:7][C@@H:3]([F:2])[CH2:4][C@H:5]2[C:23]#[N:24])=[O:22])([CH3:21])[CH2:16][CH2:15]1)=[O:20])(=[O:27])[CH3:26]. (2) Given the reactants [N:1]1[CH:6]=[CH:5][C:4]([C:7]([OH:9])=O)=[CH:3][N:2]=1.Cl.C(N=C=NCCCN(C)C)C.[CH2:22]([N:29]1[C:33]([CH3:34])=[CH:32][C:31]([NH2:35])=[N:30]1)[C:23]1[CH:28]=[CH:27][CH:26]=[CH:25][CH:24]=1, predict the reaction product. The product is: [CH2:22]([N:29]1[C:33]([CH3:34])=[CH:32][C:31]([NH:35][C:7]([C:4]2[CH:5]=[CH:6][N:1]=[N:2][CH:3]=2)=[O:9])=[N:30]1)[C:23]1[CH:24]=[CH:25][CH:26]=[CH:27][CH:28]=1. (3) Given the reactants [Br:1][C:2]1[CH:10]=[CH:9][C:8]([O:11][CH3:12])=[CH:7][C:3]=1[C:4](Cl)=[O:5].[CH3:13][Zn]C, predict the reaction product. The product is: [Br:1][C:2]1[CH:10]=[CH:9][C:8]([O:11][CH3:12])=[CH:7][C:3]=1[C:4](=[O:5])[CH3:13]. (4) Given the reactants Cl[C:2]1C=CC(S(N2[C@@H](C)CC(=O)C[C@@H]2C)(=O)=O)=CC=1.CN(C(OC)OC)C.O.NN.[Cl:31][C:32]1[CH:37]=[CH:36][C:35]([S:38]([N:41]2[CH2:46][CH2:45]C(=O)[CH2:43][CH:42]2[C:48]2[CH:49]=[N:50]C=[N:52][CH:53]=2)(=[O:40])=[O:39])=[CH:34][CH:33]=1, predict the reaction product. The product is: [Cl:31][C:32]1[CH:33]=[CH:34][C:35]([S:38]([N:41]2[C@@H:46]([CH3:45])[CH2:2][C:53]3[NH:52][N:50]=[CH:49][C:48]=3[C@@H:42]2[CH3:43])(=[O:39])=[O:40])=[CH:36][CH:37]=1. (5) Given the reactants [OH:1][CH2:2][CH2:3][CH:4]1[CH2:8][C:7]2[CH:9]=[C:10]([C:13]3[CH:20]=[CH:19][C:16]([C:17]#[N:18])=[CH:15][CH:14]=3)[CH:11]=[CH:12][C:6]=2[O:5]1.[CH3:21][S:22](Cl)(=[O:24])=[O:23].C(N(CC)CC)C, predict the reaction product. The product is: [CH3:21][S:22]([O:1][CH2:2][CH2:3][CH:4]1[CH2:8][C:7]2[CH:9]=[C:10]([C:13]3[CH:20]=[CH:19][C:16]([C:17]#[N:18])=[CH:15][CH:14]=3)[CH:11]=[CH:12][C:6]=2[O:5]1)(=[O:24])=[O:23]. (6) The product is: [BrH:2].[F:22][C:23]1[CH:24]=[C:25]([NH:30][C:31]([NH:33][C@H:34]2[CH2:42][C@H:41]3[C@:37]([C:44]4[CH:49]=[CH:48][C:47]([OH:50])=[C:46]([OH:52])[CH:45]=4)([CH2:38][CH2:39][N:40]3[CH3:43])[CH2:36][CH2:35]2)=[O:32])[CH:26]=[CH:27][C:28]=1[F:29]. Given the reactants B(Br)(Br)[Br:2].COC1C=CC=CC=1C1C=CC=CC=1C(O)=O.[F:22][C:23]1[CH:24]=[C:25]([NH:30][C:31]([NH:33][C@H:34]2[CH2:42][C@H:41]3[C@:37]([C:44]4[CH:49]=[CH:48][C:47]([O:50]C)=[C:46]([O:52]C)[CH:45]=4)([CH2:38][CH2:39][N:40]3[CH3:43])[CH2:36][CH2:35]2)=[O:32])[CH:26]=[CH:27][C:28]=1[F:29].CO, predict the reaction product. (7) The product is: [CH2:15]([N:22]1[C:6](=[O:14])[C:7]2[CH:13]=[CH:12][CH:11]=[N:10][C:8]=2[N:9]=[C:4]1[CH2:1][CH2:2][CH3:3])[C:16]1[CH:21]=[CH:20][CH:19]=[CH:18][CH:17]=1. Given the reactants [CH2:1]([C:4]1O[C:6](=[O:14])[C:7]2[CH:13]=[CH:12][CH:11]=[N:10][C:8]=2[N:9]=1)[CH2:2][CH3:3].[CH2:15]([NH2:22])[C:16]1[CH:21]=[CH:20][CH:19]=[CH:18][CH:17]=1.[OH-].[Na+].Cl, predict the reaction product. (8) Given the reactants Br[C:2]1[CH:3]=[C:4]2[CH2:13][CH2:12][N:11](C(OC(C)(C)C)=O)[C:5]2=[C:6]2[C:10]=1[NH:9][CH:8]=[CH:7]2.[CH3:21][N:22](C=O)C, predict the reaction product. The product is: [NH:11]1[C:5]2=[C:6]3[C:10](=[C:2]([C:21]#[N:22])[CH:3]=[C:4]2[CH2:13][CH2:12]1)[NH:9][CH:8]=[CH:7]3. (9) Given the reactants O.O.[Sn](Cl)(Cl)(Cl)Cl.[CH2:8]([NH:10][C:11]1[CH:16]=[C:15]([C:17]2[CH:22]=[CH:21][CH:20]=[C:19]([C:23]([F:26])([F:25])[F:24])[CH:18]=2)[N:14]=[C:13]([C:27]#[N:28])[C:12]=1[N+:29]([O-])=O)[CH3:9].[OH-].[K+], predict the reaction product. The product is: [NH2:29][C:12]1[C:13]([C:27]#[N:28])=[N:14][C:15]([C:17]2[CH:22]=[CH:21][CH:20]=[C:19]([C:23]([F:26])([F:24])[F:25])[CH:18]=2)=[CH:16][C:11]=1[NH:10][CH2:8][CH3:9]. (10) Given the reactants [O:1]([C:8]1[N:13]=[C:12]([CH2:14][OH:15])[CH:11]=[CH:10][CH:9]=1)[C:2]1[CH:7]=[CH:6][CH:5]=[CH:4][CH:3]=1.[I:16][C:17]1[CH:22]=[CH:21][C:20](O)=[CH:19][CH:18]=1.[H-].[Na+], predict the reaction product. The product is: [I:16][C:17]1[CH:22]=[CH:21][C:20]([O:15][CH2:14][C:12]2[CH:11]=[CH:10][CH:9]=[C:8]([O:1][C:2]3[CH:3]=[CH:4][CH:5]=[CH:6][CH:7]=3)[N:13]=2)=[CH:19][CH:18]=1.